From a dataset of Forward reaction prediction with 1.9M reactions from USPTO patents (1976-2016). Predict the product of the given reaction. (1) Given the reactants C(OC[N:10]1[C:14]2[CH:15]=[N:16][NH:17][C:18](=[O:19])[C:13]=2[C:12]([CH2:20][C:21]2[CH:26]=[CH:25][C:24]([F:27])=[CH:23][CH:22]=2)=[C:11]1[C:28]1[CH:33]=[CH:32][C:31]([O:34][CH:35]([F:37])[F:36])=[C:30]([O:38][CH:39]2[CH2:41][CH2:40]2)[CH:29]=1)C1C=CC=CC=1.C(OCN1C2C=NNC(=O)C=2C(CC2C=CC=CC=2F)=C1C1C=CC(OC(F)F)=C(OC2CC2)C=1)C1C=CC=CC=1, predict the reaction product. The product is: [CH:39]1([O:38][C:30]2[CH:29]=[C:28]([C:11]3[NH:10][C:14]4[CH:15]=[N:16][NH:17][C:18](=[O:19])[C:13]=4[C:12]=3[CH2:20][C:21]3[CH:22]=[CH:23][C:24]([F:27])=[CH:25][CH:26]=3)[CH:33]=[CH:32][C:31]=2[O:34][CH:35]([F:37])[F:36])[CH2:41][CH2:40]1. (2) Given the reactants C=O.[CH3:3][O:4][C:5]1[CH:6]=[C:7]([NH:17][C:18]2[N:19]=[C:20]([CH2:28][C:29]3[CH:34]=[CH:33][CH:32]=[C:31]([O:35][CH3:36])[CH:30]=3)[C:21]3[CH2:27][NH:26][CH2:25][CH2:24][C:22]=3[N:23]=2)[CH:8]=[CH:9][C:10]=1[N:11]1[CH:15]=[C:14]([CH3:16])[N:13]=[CH:12]1.[C:37]([BH3-])#N.[Na+].C(O)(=O)C, predict the reaction product. The product is: [CH3:3][O:4][C:5]1[CH:6]=[C:7]([NH:17][C:18]2[N:19]=[C:20]([CH2:28][C:29]3[CH:34]=[CH:33][CH:32]=[C:31]([O:35][CH3:36])[CH:30]=3)[C:21]3[CH2:27][N:26]([CH3:37])[CH2:25][CH2:24][C:22]=3[N:23]=2)[CH:8]=[CH:9][C:10]=1[N:11]1[CH:15]=[C:14]([CH3:16])[N:13]=[CH:12]1. (3) Given the reactants C1C=CC(P(C2C=CC=CC=2)C2C=CC=CC=2)=CC=1.N1C=CN=C1.[I:25]I.[CH2:27]([O:34][C:35]1[CH:40]=[C:39]([CH2:41]O)[CH:38]=[CH:37][C:36]=1[N:43]1[S:47](=[O:49])(=[O:48])[N:46]([CH2:50][CH2:51][Si:52]([CH3:55])([CH3:54])[CH3:53])[C:45](=[O:56])[CH2:44]1)[C:28]1[CH:33]=[CH:32][CH:31]=[CH:30][CH:29]=1, predict the reaction product. The product is: [CH2:27]([O:34][C:35]1[CH:40]=[C:39]([CH2:41][I:25])[CH:38]=[CH:37][C:36]=1[N:43]1[S:47](=[O:49])(=[O:48])[N:46]([CH2:50][CH2:51][Si:52]([CH3:55])([CH3:54])[CH3:53])[C:45](=[O:56])[CH2:44]1)[C:28]1[CH:33]=[CH:32][CH:31]=[CH:30][CH:29]=1.